From a dataset of Catalyst prediction with 721,799 reactions and 888 catalyst types from USPTO. Predict which catalyst facilitates the given reaction. (1) Reactant: [CH:1]1([N:6]2[C:15]3[N:14]=[C:13]([NH:16][C:17]4[CH:22]=[CH:21][C:20]([C:23](=[O:26])[NH:24][CH3:25])=[CH:19][C:18]=4[O:27][CH3:28])[N:12]=[CH:11][C:10]=3[N:9]3[CH:29]=[N:30][C:31]([C:32]([OH:34])=[O:33])=[C:8]3[C@H:7]2[CH2:35][CH3:36])[CH2:5][CH2:4][CH2:3][CH2:2]1.C(N1C=CN=C1)(N1C=CN=C1)=O.[CH2:49](O)[CH:50]=[CH2:51]. Product: [CH:1]1([N:6]2[C:15]3[N:14]=[C:13]([NH:16][C:17]4[CH:22]=[CH:21][C:20]([C:23](=[O:26])[NH:24][CH3:25])=[CH:19][C:18]=4[O:27][CH3:28])[N:12]=[CH:11][C:10]=3[N:9]3[CH:29]=[N:30][C:31]([C:32]([O:34][CH2:51][CH:50]=[CH2:49])=[O:33])=[C:8]3[C@H:7]2[CH2:35][CH3:36])[CH2:2][CH2:3][CH2:4][CH2:5]1. The catalyst class is: 3. (2) The catalyst class is: 1. Reactant: C([Si](C(C)C)(C(C)C)[N:5]1[CH:9]=[CH:8][C:7]([C:10]2[S:11][CH:12]=[CH:13][N:14]=2)=[CH:6]1)(C)C.[F-].C([N+](CCCC)(CCCC)CCCC)CCC. Product: [NH:5]1[CH:9]=[CH:8][C:7]([C:10]2[S:11][CH:12]=[CH:13][N:14]=2)=[CH:6]1. (3) Reactant: Br[C:2]1[CH:23]=[C:22]([O:24][CH3:25])[C:5]2[N:6]([CH2:18][CH2:19][O:20][CH3:21])[C:7]([C:9]3[CH:14]=[CH:13][C:12]([CH:15]([CH3:17])[CH3:16])=[CH:11][CH:10]=3)=[N:8][C:4]=2[CH:3]=1.[Li]CCCC.[F:31]N(S(C1C=CC=CC=1)(=O)=O)S(C1C=CC=CC=1)(=O)=O. Product: [F:31][C:2]1[CH:23]=[C:22]([O:24][CH3:25])[C:5]2[N:6]([CH2:18][CH2:19][O:20][CH3:21])[C:7]([C:9]3[CH:14]=[CH:13][C:12]([CH:15]([CH3:17])[CH3:16])=[CH:11][CH:10]=3)=[N:8][C:4]=2[CH:3]=1. The catalyst class is: 1.